This data is from Reaction yield outcomes from USPTO patents with 853,638 reactions. The task is: Predict the reaction yield, written as a fraction of the theoretical maximum amount of product (1.0 means a 100% yield; for example, 0.34 means a 34% yield). (1) The reactants are [C:1]([O:5][C:6]([N:8]([CH3:20])[CH2:9][C:10]#[C:11][C:12]1[S:13][CH:14]=[C:15]([C:17]([OH:19])=O)[N:16]=1)=[O:7])([CH3:4])([CH3:3])[CH3:2].C(N(C(C)C)CC)(C)C.C[NH3+].F[P-](F)(F)(F)(F)F.N1(OC(N(C)C)=[N+](C)C)C2N=CC=CC=2N=N1.F[P-](F)(F)(F)(F)F.[CH3:63][NH:64][C@H:65]1[C:74]2[C:69](=[CH:70][CH:71]=[CH:72][CH:73]=2)[CH2:68][CH2:67][CH2:66]1. The catalyst is CN(C=O)C. The product is [C:1]([O:5][C:6](=[O:7])[N:8]([CH3:20])[CH2:9][C:10]#[C:11][C:12]1[S:13][CH:14]=[C:15]([C:17](=[O:19])[N:64]([CH3:63])[C@H:65]2[C:74]3[C:69](=[CH:70][CH:71]=[CH:72][CH:73]=3)[CH2:68][CH2:67][CH2:66]2)[N:16]=1)([CH3:2])([CH3:3])[CH3:4]. The yield is 0.610. (2) The reactants are C1(S([CH:10]2[CH:16]=[C:15]([S:17][C:18]3[CH:23]=[CH:22][CH:21]=[CH:20][CH:19]=3)[CH2:14][CH2:13][C@@H:12]([O:24][Si](C)(C)C)[C@H:11]2[CH3:29])(=O)=O)C=CC=CC=1.CCN(CC)CC.[Si](OS(C(F)(F)F)(=O)=O)(C)(C)C.CO. The catalyst is C(Cl)Cl.CCOC(C)=O. The product is [CH3:29][C@H:11]1[CH:10]=[CH:16][C:15]([S:17][C:18]2[CH:19]=[CH:20][CH:21]=[CH:22][CH:23]=2)=[CH:14][CH2:13][C@H:12]1[OH:24]. The yield is 0.860. (3) The reactants are [CH3:1][O:2][C:3]([NH:5][C@H:6]([C:10]([N:12]1[CH2:16][CH2:15][CH2:14][C@@H:13]1[C:17]1[NH:18][C:19]([C:22]2[CH:23]=[CH:24][C:25]3[C:54]4[C:30](=[C:31]5[C:51](=[CH:52][CH:53]=4)[C:35]4[N:36]=[C:37]([C@@H:39]6[CH2:43][CH2:42][CH2:41][N:40]6C(OC(C)(C)C)=O)[NH:38][C:34]=4[CH:33]=[CH:32]5)[O:29][CH2:28][C:26]=3[CH:27]=2)=[CH:20][N:21]=1)=[O:11])[CH:7]([CH3:9])[CH3:8])=[O:4].Cl.[CH3:56][O:57][C:58]([NH:60][C@H:61]([C:65]1[CH:70]=[CH:69][CH:68]=[CH:67][CH:66]=1)[C:62]([OH:64])=O)=[O:59].CCOC(C(C#N)=NOC(N1CCOCC1)=[N+](C)C)=O.F[P-](F)(F)(F)(F)F.C(N(C(C)C)CC)(C)C. The catalyst is C(#N)C.CO.[OH-].[Na+].C(OCC)(=O)C.C(O)C. The product is [CH3:56][O:57][C:58]([NH:60][C@H:61]([C:65]1[CH:70]=[CH:69][CH:68]=[CH:67][CH:66]=1)[C:62]([N:40]1[CH2:41][CH2:42][CH2:43][C@H:39]1[C:37]1[NH:38][C:34]2[CH:33]=[CH:32][C:31]3[C:51](=[CH:52][CH:53]=[C:54]4[C:25]5[CH:24]=[CH:23][C:22]([C:19]6[NH:18][C:17]([C@H:13]7[CH2:14][CH2:15][CH2:16][N:12]7[C:10](=[O:11])[C@@H:6]([NH:5][C:3](=[O:4])[O:2][CH3:1])[CH:7]([CH3:9])[CH3:8])=[N:21][CH:20]=6)=[CH:27][C:26]=5[CH2:28][O:29][C:30]4=3)[C:35]=2[N:36]=1)=[O:64])=[O:59]. The yield is 0.510. (4) The reactants are N1C=CC=CC=1.[Si:7](Cl)([C:10]([CH3:13])([CH3:12])[CH3:11])([CH3:9])[CH3:8].[CH2:15]([C:18]1([OH:24])[CH2:23][CH2:22][CH2:21][CH2:20][CH2:19]1)[CH:16]=[CH2:17].O([Si](C(C)(C)C)(C)C)S(C(F)(F)F)(=O)=O. The catalyst is CN(C)C1C=CN=CC=1.C(#N)C. The product is [CH2:15]([C:18]1([O:24][Si:7]([C:10]([CH3:13])([CH3:12])[CH3:11])([CH3:9])[CH3:8])[CH2:23][CH2:22][CH2:21][CH2:20][CH2:19]1)[CH:16]=[CH2:17]. The yield is 0.970. (5) The yield is 0.810. The product is [F:1][C:2]1[C:3]([O:22][CH3:23])=[CH:4][CH:5]=[C:6]2[C:10]=1[C:9](=[O:11])[N:8]([CH2:12][C@H:13]1[CH2:14][CH2:15][C@H:16]([C:19]([N:39]([O:40][CH3:41])[CH3:38])=[O:21])[CH2:17][CH2:18]1)[CH2:7]2. The catalyst is C(Cl)Cl. The reactants are [F:1][C:2]1[C:3]([O:22][CH3:23])=[CH:4][CH:5]=[C:6]2[C:10]=1[C:9](=[O:11])[N:8]([CH2:12][C@H:13]1[CH2:18][CH2:17][C@H:16]([C:19]([OH:21])=O)[CH2:15][CH2:14]1)[CH2:7]2.CN1CCCCC1.ClC(OCC)=O.Cl.[CH3:38][NH:39][O:40][CH3:41]. (6) The reactants are [OH:1][CH2:2][CH2:3][C@@H:4]1[NH:18][C:17](=[O:19])[N:16]([CH3:20])[CH2:15][CH2:14][CH2:13][CH2:12][CH:11]=[CH:10][C@H:9]2[C@@:7]([C:21]([O:23][CH2:24][CH3:25])=[O:22])([CH2:8]2)[NH:6][C:5]1=[O:26].[CH:27]([NH:30][C:31]1[S:32][CH:33]=[C:34]([C:36]2[CH:45]=[C:44](O)[C:43]3[C:38](=[CH:39][C:40]([O:47][CH3:48])=[CH:41][CH:42]=3)[N:37]=2)[N:35]=1)([CH3:29])[CH3:28].C(C1N=C(C2C=C(OCC[C@@H]3NC(=O)N(C)CCCCC=C[C@H]4[C@@](C(OCC)=O)(C4)NC3=O)C3C(=C(C)C(OC)=CC=3)N=2)SC=1)(C)C. No catalyst specified. The product is [CH:27]([NH:30][C:31]1[S:32][CH:33]=[C:34]([C:36]2[CH:45]=[C:44]([O:1][CH2:2][CH2:3][C@@H:4]3[NH:18][C:17](=[O:19])[N:16]([CH3:20])[CH2:15][CH2:14][CH2:13][CH2:12][CH:11]=[CH:10][C@H:9]4[C@@:7]([C:21]([O:23][CH2:24][CH3:25])=[O:22])([CH2:8]4)[NH:6][C:5]3=[O:26])[C:43]3[C:38](=[CH:39][C:40]([O:47][CH3:48])=[CH:41][CH:42]=3)[N:37]=2)[N:35]=1)([CH3:29])[CH3:28]. The yield is 0.400. (7) The reactants are [N+:1]([C:4]1[CH:12]=[CH:11][CH:10]=[C:9]2[C:5]=1[CH:6]=[CH:7][NH:8]2)([O-:3])=[O:2].[OH-].[K+].[Br:15][CH2:16][CH2:17][CH2:18]Br. The catalyst is CN(C=O)C.O. The product is [Br:15][CH2:16][CH2:17][CH2:18][N:8]1[C:9]2[C:5](=[C:4]([N+:1]([O-:3])=[O:2])[CH:12]=[CH:11][CH:10]=2)[CH:6]=[CH:7]1. The yield is 0.940. (8) The reactants are [CH3:1][O:2][C:3]1[N:8]=[C:7]([C:9]([OH:11])=O)[CH:6]=[CH:5][C:4]=1[N+:12]([O-:14])=[O:13].Cl.CN.C(=O)(O)[O-].[Na+].[CH3:23][N:24](C(ON1N=NC2C=CC=NC1=2)=[N+](C)C)C.F[P-](F)(F)(F)(F)F. The catalyst is CS(C)=O. The product is [CH3:1][O:2][C:3]1[N:8]=[C:7]([C:9]([NH:24][CH3:23])=[O:11])[CH:6]=[CH:5][C:4]=1[N+:12]([O-:14])=[O:13]. The yield is 0.850. (9) The reactants are BrC1C=C(C=CC=1)[C:5]([NH:7][CH:8]([C:10]1[N:15]=[N:14][C:13]([NH:16][C:17]2[CH:22]=[C:21]([O:23][CH3:24])[C:20]([O:25][CH3:26])=[C:19]([O:27][CH3:28])[CH:18]=2)=[N:12][CH:11]=1)[CH3:9])=[O:6].NC(C1N=NC(NC2C=C(OC)C(OC)=C(OC)C=2)=NC=1)C.[NH:54]1[C:62]2[C:57](=[CH:58][CH:59]=[CH:60][CH:61]=2)[CH:56]=[C:55]1C(O)=O.C(N(C(C)C)CC)(C)C.F[P-](F)(F)(F)(F)F.N1(OC(N(C)C)=[N+](C)C)C2N=CC=CC=2N=N1. The catalyst is CN(C)C=O. The product is [CH3:24][O:23][C:21]1[CH:22]=[C:17]([NH:16][C:13]2[N:14]=[N:15][C:10]([CH:8]([NH:7][C:5]([C:55]3[NH:54][C:62]4[C:57]([CH:56]=3)=[CH:58][CH:59]=[CH:60][CH:61]=4)=[O:6])[CH3:9])=[CH:11][N:12]=2)[CH:18]=[C:19]([O:27][CH3:28])[C:20]=1[O:25][CH3:26]. The yield is 0.790. (10) The reactants are [NH2:1][C@@H:2]([CH2:28][C:29]1[CH:34]=[C:33]([F:35])[CH:32]=[C:31]([F:36])[CH:30]=1)[C@@H:3]([C@H:12]1[CH2:16][C@@H:15]([O:17][CH2:18][CH2:19][CH3:20])[CH2:14][N:13]1C(OC(C)(C)C)=O)[O:4][Si](C(C)(C)C)(C)C.[Si](O[C@H]([C@H]1C[C@@H](OCCC)CN1C(OC(C)(C)C)=O)[C@@H:46]([NH:56][C:57](=[O:67])[C:58]1[CH:63]=[CH:62][CH:61]=[C:60]([C:64](=[O:66])N)[CH:59]=1)[CH2:47][C:48]1C=C(F)C=C(F)C=1)(C(C)(C)C)(C)C.[C:84](OC(N1C[C@H](OCCC)C[C@@H]1[C@@H](O[Si](C(C)(C)C)(C)C)[C@@H](NC(C1C=C(C=CC=1)C(O)=O)=O)CC1C=C(F)C=C(F)C=1)=O)(C)(C)C.CCN(C(C)C)C(C)C.CN(C(ON1N=NC2C=CC=NC1=2)=[N+](C)C)C.F[P-](F)(F)(F)(F)F.CNCCC. The catalyst is ClCCl.C(OCC)(=O)C. The product is [F:35][C:33]1[CH:34]=[C:29]([CH2:28][C@H:2]([NH:1][C:64](=[O:66])[C:60]2[CH:61]=[CH:62][CH:63]=[C:58]([C:57]([N:56]([CH3:84])[CH2:46][CH2:47][CH3:48])=[O:67])[CH:59]=2)[C@H:3]([OH:4])[C@H:12]2[CH2:16][C@@H:15]([O:17][CH2:18][CH2:19][CH3:20])[CH2:14][NH:13]2)[CH:30]=[C:31]([F:36])[CH:32]=1. The yield is 0.850.